This data is from Catalyst prediction with 721,799 reactions and 888 catalyst types from USPTO. The task is: Predict which catalyst facilitates the given reaction. (1) Product: [ClH:15].[NH:7]([C:16]([C:18]1[C:26]2[C:21](=[CH:22][CH:23]=[CH:24][CH:25]=2)[N:20]([C:27]2[C:36]3[C:31](=[CH:32][CH:33]=[C:34]([O:37][CH3:38])[CH:35]=3)[N:30]=[CH:29][CH:28]=2)[CH:19]=1)=[O:17])[C:6]([NH2:8])=[NH:5]. The catalyst class is: 138. Reactant: C[O-].[Na+].Cl.[NH2:5][C:6]([NH2:8])=[NH:7].O1CCCC1.Cl.[Cl:15][C:16]([C:18]1[C:26]2[C:21](=[CH:22][CH:23]=[CH:24][CH:25]=2)[N:20]([C:27]2[C:36]3[C:31](=[CH:32][CH:33]=[C:34]([O:37][CH3:38])[CH:35]=3)[N:30]=[CH:29][CH:28]=2)[CH:19]=1)=[O:17]. (2) The catalyst class is: 21. Reactant: [NH:1]1[C:9]2[C:4](=[CH:5][CH:6]=[CH:7][CH:8]=2)[C:3]([CH2:10][C@@H:11]([NH2:13])C)=[CH:2]1.[C:14](OC(OC(C)(C)C)=O)(OC(C)(C)C)=O.C([O-])([O-])=O.[K+].[K+]. Product: [CH3:14][C:2]1[NH:1][C:9]2[C:4](=[CH:5][CH:6]=[CH:7][CH:8]=2)[C:3]=1[CH2:10][CH2:11][NH2:13]. (3) Reactant: [Cl:1][C:2]1[C:11]2[C:6](=[CH:7][C:8]([CH2:14][CH3:15])=[N:9][C:10]=2[CH2:12][CH3:13])[NH:5][C:4](=[O:16])[CH:3]=1.[H-].[Na+].[CH3:19][C:20]1[C:21]([N:26]([CH2:46][O:47][CH2:48][CH2:49][O:50][CH3:51])[S:27]([C:30]2[S:31][CH:32]=[CH:33][C:34]=2[C:35]2[CH:40]=[CH:39][C:38](S(C)(=O)=O)=[CH:37][C:36]=2C)(=[O:29])=[O:28])=[N:22][O:23][C:24]=1[CH3:25].O.[CH3:53]N(C)C=O. Product: [CH3:19][C:20]1[C:21]([N:26]([CH2:46][O:47][CH2:48][CH2:49][O:50][CH3:51])[S:27]([C:30]2[S:31][CH:32]=[CH:33][C:34]=2[C:35]2[CH:36]=[CH:37][C:38]([CH2:53][N:5]3[C:6]4[C:11](=[C:10]([CH2:12][CH3:13])[N:9]=[C:8]([CH2:14][CH3:15])[CH:7]=4)[C:2]([Cl:1])=[CH:3][C:4]3=[O:16])=[CH:39][CH:40]=2)(=[O:29])=[O:28])=[N:22][O:23][C:24]=1[CH3:25]. The catalyst class is: 13.